Dataset: Full USPTO retrosynthesis dataset with 1.9M reactions from patents (1976-2016). Task: Predict the reactants needed to synthesize the given product. Given the product [CH3:1][C:2]1[O:3][C:4]2[CH:10]=[C:9]([NH:16][C:19]([NH:38][C:39]3[C:48]4[C:43](=[CH:44][CH:45]=[CH:46][N:47]=4)[N:42]=[CH:41][CH:40]=3)=[O:28])[CH:8]=[CH:7][C:5]=2[N:6]=1, predict the reactants needed to synthesize it. The reactants are: [CH3:1][C:2]1[O:3][C:4]2[CH:10]=[C:9](C(O)=O)[CH:8]=[CH:7][C:5]=2[N:6]=1.C([N:16]([CH2:19]C)CC)C.C1(P(N=[N+]=[N-])(C2C=CC=CC=2)=[O:28])C=CC=CC=1.[NH2:38][C:39]1[C:48]2[C:43](=[CH:44][CH:45]=[CH:46][N:47]=2)[N:42]=[CH:41][CH:40]=1.